Dataset: Reaction yield outcomes from USPTO patents with 853,638 reactions. Task: Predict the reaction yield, written as a fraction of the theoretical maximum amount of product (1.0 means a 100% yield; for example, 0.34 means a 34% yield). (1) The reactants are [S:1](Cl)([CH3:4])(=[O:3])=[O:2].[CH2:6]([CH:8]1[CH:12]([C:13]2[N:17]3[C:18]4[CH:24]=[CH:23][N:22]([CH2:25][O:26][CH2:27][CH2:28][Si:29]([CH3:32])([CH3:31])[CH3:30])[C:19]=4[N:20]=[CH:21][C:16]3=[N:15][N:14]=2)[CH2:11][C:10](=[O:33])[CH2:9]1)[CH3:7]. The catalyst is C(Cl)Cl. The product is [CH3:4][S:1]([O:33][CH:10]1[CH2:11][CH:12]([C:13]2[N:17]3[C:18]4[CH:24]=[CH:23][N:22]([CH2:25][O:26][CH2:27][CH2:28][Si:29]([CH3:32])([CH3:31])[CH3:30])[C:19]=4[N:20]=[CH:21][C:16]3=[N:15][N:14]=2)[CH:8]([CH2:6][CH3:7])[CH2:9]1)(=[O:3])=[O:2]. The yield is 0.770. (2) The reactants are [F:1][C:2]([F:13])([F:12])[O:3][C:4]1[CH:5]=[C:6]([CH:9]=[CH:10][CH:11]=1)[CH:7]=O.[OH-:14].[Na+].[NH2:16]O.Cl. No catalyst specified. The product is [F:1][C:2]([F:13])([F:12])[O:3][C:4]1[CH:5]=[C:6]([CH:9]=[CH:10][CH:11]=1)[CH:7]=[N:16][OH:14]. The yield is 0.970. (3) The reactants are [F:1][C:2]1[CH:7]=[CH:6][C:5]([N:8]([CH2:39][C:40]2[CH:45]=[CH:44][C:43]([NH:46][C:47]([C@@H:49]3[CH2:53][CH2:52][CH2:51][N:50]3C(OC(C)(C)C)=O)=[O:48])=[CH:42][CH:41]=2)[CH2:9][C:10]2[CH:15]=[CH:14][C:13]([NH:16][C:17]([C@@H:19]3[CH2:23][CH2:22][CH2:21][N:20]3[C:24](=[O:38])[C@@H:25]([C:32]3[CH:37]=[CH:36][CH:35]=[CH:34][CH:33]=3)[N:26]3[CH2:31][CH2:30][CH2:29][CH2:28][CH2:27]3)=[O:18])=[CH:12][CH:11]=2)=[CH:4][CH:3]=1.FC(F)(F)C(O)=O. The catalyst is ClCCl. The product is [F:1][C:2]1[CH:7]=[CH:6][C:5]([N:8]([CH2:9][C:10]2[CH:15]=[CH:14][C:13]([NH:16][C:17]([C@@H:19]3[CH2:23][CH2:22][CH2:21][N:20]3[C:24](=[O:38])[C@@H:25]([C:32]3[CH:33]=[CH:34][CH:35]=[CH:36][CH:37]=3)[N:26]3[CH2:27][CH2:28][CH2:29][CH2:30][CH2:31]3)=[O:18])=[CH:12][CH:11]=2)[CH2:39][C:40]2[CH:45]=[CH:44][C:43]([NH:46][C:47]([C@@H:49]3[CH2:53][CH2:52][CH2:51][NH:50]3)=[O:48])=[CH:42][CH:41]=2)=[CH:4][CH:3]=1. The yield is 0.910.